This data is from Forward reaction prediction with 1.9M reactions from USPTO patents (1976-2016). The task is: Predict the product of the given reaction. Given the reactants [CH2:1]([N:5]1[C:13]2[C:8](=[CH:9][C:10]([O:14][C:15]3[CH:20]=[CH:19][CH:18]=[CH:17][C:16]=3[CH2:21][C:22](O)=[O:23])=[CH:11][CH:12]=2)[CH:7]=[N:6]1)[CH:2]([CH3:4])[CH3:3].C1CN([P+](ON2N=NC3C=CC=CC2=3)(N2CCCC2)N2CCCC2)CC1.F[P-](F)(F)(F)(F)F.CCN(C(C)C)C(C)C.[N:67]1([C:73]2[CH:78]=[CH:77][C:76]([NH2:79])=[CH:75][CH:74]=2)[CH2:72][CH2:71][O:70][CH2:69][CH2:68]1.C(O)C(N)(CO)CO, predict the reaction product. The product is: [CH2:1]([N:5]1[C:13]2[C:8](=[CH:9][C:10]([O:14][C:15]3[CH:20]=[CH:19][CH:18]=[CH:17][C:16]=3[CH2:21][C:22]([NH:79][C:76]3[CH:75]=[CH:74][C:73]([N:67]4[CH2:68][CH2:69][O:70][CH2:71][CH2:72]4)=[CH:78][CH:77]=3)=[O:23])=[CH:11][CH:12]=2)[CH:7]=[N:6]1)[CH:2]([CH3:4])[CH3:3].